Predict the reactants needed to synthesize the given product. From a dataset of Full USPTO retrosynthesis dataset with 1.9M reactions from patents (1976-2016). (1) Given the product [CH3:1][CH:2]1[CH2:6][CH2:5][CH2:4][N:3]1[C:7]1[N:12]=[C:11]([NH:13][C:14]2[C:15]3[N:16]([CH:29]=[CH:30][N:31]=3)[N:17]=[C:18]([C:20]3[CH:21]=[C:22]([CH:26]=[CH:27][CH:28]=3)[C:23]([NH2:36])=[O:25])[CH:19]=2)[CH:10]=[CH:9][CH:8]=1, predict the reactants needed to synthesize it. The reactants are: [CH3:1][CH:2]1[CH2:6][CH2:5][CH2:4][N:3]1[C:7]1[N:12]=[C:11]([NH:13][C:14]2[C:15]3[N:16]([CH:29]=[CH:30][N:31]=3)[N:17]=[C:18]([C:20]3[CH:21]=[C:22]([CH:26]=[CH:27][CH:28]=3)[C:23]([OH:25])=O)[CH:19]=2)[CH:10]=[CH:9][CH:8]=1.[Cl-].[NH4+].CC[N:36]=C=NCCCN(C)C.C1C=CC2N(O)N=NC=2C=1.CCN(CC)CC. (2) Given the product [N:9]1([CH2:14][C:15]2[CH:16]=[C:17]([CH:33]=[C:34]([Cl:36])[CH:35]=2)/[CH:18]=[CH:19]/[C:20]2[CH:25]=[CH:24][C:23]([N:26]3[CH2:27][CH2:28][CH:29]([NH:32][C:38](=[O:39])[NH:37][CH2:40][C:41]([O:43][CH2:44][CH3:45])=[O:42])[CH2:30][CH2:31]3)=[CH:22][CH:21]=2)[CH:13]=[CH:12][N:11]=[CH:10]1, predict the reactants needed to synthesize it. The reactants are: C(N(CC)CC)C.Cl.[N:9]1([CH2:14][C:15]2[CH:16]=[C:17]([CH:33]=[C:34]([Cl:36])[CH:35]=2)/[CH:18]=[CH:19]/[C:20]2[CH:25]=[CH:24][C:23]([N:26]3[CH2:31][CH2:30][CH:29]([NH2:32])[CH2:28][CH2:27]3)=[CH:22][CH:21]=2)[CH:13]=[CH:12][N:11]=[CH:10]1.[N:37]([CH2:40][C:41]([O:43][CH2:44][CH3:45])=[O:42])=[C:38]=[O:39]. (3) Given the product [CH3:16][O:17][C:18]1[CH:23]=[CH:22][C:21]([CH2:24][N:25]([CH2:12][C:8]2[N:7]([CH2:6][O:38][CH2:36][CH2:37][Si:2]([CH3:1])([CH3:14])[CH3:3])[CH:11]=[CH:10][N:9]=2)[CH2:12][C:8]2[N:7]([CH2:6][O:5][CH2:4][CH2:3][Si:2]([CH3:15])([CH3:14])[CH3:1])[CH:11]=[CH:10][N:9]=2)=[CH:20][CH:19]=1, predict the reactants needed to synthesize it. The reactants are: [CH3:1][Si:2]([CH3:15])([CH3:14])[CH2:3][CH2:4][O:5][CH2:6][N:7]1[CH:11]=[CH:10][N:9]=[C:8]1[CH:12]=O.[CH3:16][O:17][C:18]1[CH:23]=[CH:22][C:21]([CH2:24][NH2:25])=[CH:20][CH:19]=1.C(O[BH-](O[C:36](=[O:38])[CH3:37])OC(=O)C)(=O)C.[Na+].[OH-].[Na+]. (4) The reactants are: [C:1]([O:5][C:6]([NH:8][C@@H:9]([C:11]1[C:12]([F:46])=[C:13]([C:17]2[CH:22]=[C:21]([CH:23]=[CH:24][C:25]3[O:26][CH:27]=[CH:28][CH:29]=3)[CH:20]=[C:19]([CH2:30][O:31][C:32]3[CH:37]=[CH:36][CH:35]=[CH:34][C:33]=3[CH2:38][C:39]([O:41][C:42]([CH3:45])([CH3:44])[CH3:43])=[O:40])[CH:18]=2)[CH:14]=[CH:15][CH:16]=1)[CH3:10])=[O:7])([CH3:4])([CH3:3])[CH3:2]. Given the product [C:1]([O:5][C:6]([NH:8][C@@H:9]([C:11]1[C:12]([F:46])=[C:13]([C:17]2[CH:22]=[C:21]([CH2:23][CH2:24][CH:25]3[CH2:29][CH2:28][CH2:27][O:26]3)[CH:20]=[C:19]([CH2:30][O:31][C:32]3[CH:37]=[CH:36][CH:35]=[CH:34][C:33]=3[CH2:38][C:39]([O:41][C:42]([CH3:45])([CH3:44])[CH3:43])=[O:40])[CH:18]=2)[CH:14]=[CH:15][CH:16]=1)[CH3:10])=[O:7])([CH3:4])([CH3:2])[CH3:3], predict the reactants needed to synthesize it. (5) Given the product [Br:16][C:17]1[C:18]([Cl:26])=[N:19][CH:20]=[C:21]([C:25]=1[I:27])[C:22]([OH:24])=[O:23], predict the reactants needed to synthesize it. The reactants are: C([Li])CCC.CC1(C)CCCC(C)(C)N1.[Br:16][C:17]1[C:18]([Cl:26])=[N:19][CH:20]=[C:21]([CH:25]=1)[C:22]([OH:24])=[O:23].[I:27]I.